Dataset: Merck oncology drug combination screen with 23,052 pairs across 39 cell lines. Task: Regression. Given two drug SMILES strings and cell line genomic features, predict the synergy score measuring deviation from expected non-interaction effect. (1) Drug 1: Cn1c(=O)n(-c2ccc(C(C)(C)C#N)cc2)c2c3cc(-c4cnc5ccccc5c4)ccc3ncc21. Drug 2: NC1CCCCC1N.O=C(O)C(=O)O.[Pt+2]. Cell line: DLD1. Synergy scores: synergy=2.73. (2) Cell line: OCUBM. Drug 2: NC1(c2ccc(-c3nc4ccn5c(=O)[nH]nc5c4cc3-c3ccccc3)cc2)CCC1. Drug 1: COc1cccc2c1C(=O)c1c(O)c3c(c(O)c1C2=O)CC(O)(C(=O)CO)CC3OC1CC(N)C(O)C(C)O1. Synergy scores: synergy=4.46. (3) Drug 1: CCC1=CC2CN(C1)Cc1c([nH]c3ccccc13)C(C(=O)OC)(c1cc3c(cc1OC)N(C)C1C(O)(C(=O)OC)C(OC(C)=O)C4(CC)C=CCN5CCC31C54)C2. Drug 2: Cc1nc(Nc2ncc(C(=O)Nc3c(C)cccc3Cl)s2)cc(N2CCN(CCO)CC2)n1. Cell line: RPMI7951. Synergy scores: synergy=10.3.